This data is from Reaction yield outcomes from USPTO patents with 853,638 reactions. The task is: Predict the reaction yield, written as a fraction of the theoretical maximum amount of product (1.0 means a 100% yield; for example, 0.34 means a 34% yield). (1) The catalyst is C1C=CC=CC=1.O=[Mn]=O. The yield is 0.890. The reactants are [Cl:1][C:2]1[CH:7]=[CH:6][C:5]([CH2:8][OH:9])=[CH:4][C:3]=1[O:10][CH3:11]. The product is [Cl:1][C:2]1[CH:7]=[CH:6][C:5]([CH:8]=[O:9])=[CH:4][C:3]=1[O:10][CH3:11]. (2) The reactants are [CH:1]1([C:4]2[NH:8][N:7]=[C:6]([NH:9][C:10]3[C:11]([F:30])=[C:12]([NH:19][C@H:20]([C:23]4[CH:28]=[CH:27][C:26]([F:29])=[CH:25][CH:24]=4)[CH2:21]O)[CH:13]=[CH:14][C:15]=3[N+:16]([O-:18])=[O:17])[CH:5]=2)[CH2:3][CH2:2]1.[F:31]C1C=CC([C@@H](N)C)=CC=1.CCN(C(C)C)C(C)C. The catalyst is CCCCO. The product is [CH:1]1([C:4]2[NH:8][N:7]=[C:6]([NH:9][C:10]3[C:15]([N+:16]([O-:18])=[O:17])=[CH:14][C:13]([F:31])=[C:12]([NH:19][C@H:20]([C:23]4[CH:28]=[CH:27][C:26]([F:29])=[CH:25][CH:24]=4)[CH3:21])[C:11]=3[F:30])[CH:5]=2)[CH2:3][CH2:2]1. The yield is 0.710. (3) The reactants are [Cl-].[Cl-].[Cl-].[Al+3].FC1C([Mg]Br)=C(F)C(F)=C(F)C=1F.[Al:18]([C:41]1C(F)=C(F)C(F)=C(F)C=1F)([C:30]1C(F)=C(F)C(F)=C(F)C=1F)[C:19]1[C:28]([F:29])=[C:26]([F:27])[C:24]([F:25])=[C:22]([F:23])[C:20]=1[F:21].[Al](Cl)(C)C.C1([Li])C(F)=C(F)C(F)=C(F)C=1F. The catalyst is C(OCC)C. The product is [Al:18]([C:19]1[C:28]([F:29])=[C:26]([F:27])[C:24]([F:25])=[C:22]([F:23])[C:20]=1[F:21])([CH3:30])[CH3:41]. The yield is 0.640. (4) The product is [CH3:1][N:2]1[C:6]2=[N:7][CH:8]=[CH:9][CH:10]=[C:5]2[C:4]([CH2:11][NH:14][CH3:13])=[CH:3]1. The yield is 0.450. No catalyst specified. The reactants are [CH3:1][N:2]1[C:6]2=[N:7][CH:8]=[CH:9][CH:10]=[C:5]2[C:4]([CH:11]=O)=[CH:3]1.[CH3:13][N:14]1C2C(=CC=CC=2)C(C)=C1C=O. (5) The reactants are C(OP([CH:9]([CH2:17][C:18]1[N:19]=[CH:20][S:21][CH:22]=1)[C:10]([O:12][C:13]([CH3:16])([CH3:15])[CH3:14])=[O:11])(OCC)=O)C.[H-].[Na+].[CH2:25]=O. The catalyst is O1CCCC1. The product is [S:21]1[CH:22]=[C:18]([CH2:17][C:9](=[CH2:25])[C:10]([O:12][C:13]([CH3:14])([CH3:15])[CH3:16])=[O:11])[N:19]=[CH:20]1. The yield is 0.920. (6) The reactants are C1[O:5][CH:2]1[CH:3]=[CH2:4].[CH2:6]([NH2:9])[CH:7]=[CH2:8].[C:10](O[C:10]([O:12][C:13]([CH3:16])([CH3:15])[CH3:14])=[O:11])([O:12][C:13]([CH3:16])([CH3:15])[CH3:14])=[O:11]. The catalyst is O. The product is [C:13]([O:12][C:10](=[O:11])[N:9]([CH2:6][CH:7]=[CH2:8])[CH:2]([OH:5])[CH:3]=[CH2:4])([CH3:16])([CH3:15])[CH3:14]. The yield is 0.650. (7) The reactants are [CH3:1][C@H:2]([NH2:11])[C@H:3]([OH:10])[C:4]1[CH:9]=[CH:8][CH:7]=[CH:6][CH:5]=1.[CH3:12][O:13][C:14](=[O:31])[C:15]1[CH:20]=[CH:19][C:18]([N:21]2[C:29]3[C:24](=[CH:25][C:26](I)=[CH:27][CH:28]=3)[CH:23]=[N:22]2)=[CH:17][CH:16]=1.C(=O)([O-])[O-].[Cs+].[Cs+].C(#N)CCC. The catalyst is [Cu]I. The product is [NH2:11][C@@H:2]([CH3:1])[C@@H:3]([C:4]1[CH:5]=[CH:6][CH:7]=[CH:8][CH:9]=1)[O:10][C:26]1[CH:25]=[C:24]2[C:29](=[CH:28][CH:27]=1)[N:21]([C:18]1[CH:19]=[CH:20][C:15]([C:14]([O:13][CH3:12])=[O:31])=[CH:16][CH:17]=1)[N:22]=[CH:23]2. The yield is 0.164.